This data is from Catalyst prediction with 721,799 reactions and 888 catalyst types from USPTO. The task is: Predict which catalyst facilitates the given reaction. (1) Reactant: [OH:1][C@H:2]1[CH2:6][N:5]([C:7]([O:9][C:10]([CH3:13])([CH3:12])[CH3:11])=[O:8])[C@H:4]([C:14]([O:16][CH3:17])=[O:15])[CH2:3]1.[Cr](Cl)([O-])(=O)=O.[NH+]1C=CC=CC=1. Product: [O:1]=[C:2]1[CH2:6][N:5]([C:7]([O:9][C:10]([CH3:11])([CH3:12])[CH3:13])=[O:8])[C@H:4]([C:14]([O:16][CH3:17])=[O:15])[CH2:3]1. The catalyst class is: 22. (2) The catalyst class is: 3. Reactant: P([O-])([O-])([O-])=O.[CH3:6][N:7]1[C:12]2[S:13][CH:14]=[C:15]([CH2:16][C:17]([NH:19][C:20]3[S:21][CH:22]=[C:23]([C:25]4[CH:30]=[CH:29][C:28]([C:31]([F:34])([F:33])[F:32])=[C:27]([F:35])[CH:26]=4)[N:24]=3)=[O:18])[C:11]=2[C:10](=[O:36])[N:9]([CH3:37])[C:8]1=[O:38].[P:39]([O:51][CH2:52]I)([O:46][C:47]([CH3:50])([CH3:49])[CH3:48])([O:41][C:42]([CH3:45])([CH3:44])[CH3:43])=[O:40].[H-].[Na+]. Product: [P:39]([O:51][CH2:52][N:24]1[C:23]([C:25]2[CH:30]=[CH:29][C:28]([C:31]([F:32])([F:34])[F:33])=[C:27]([F:35])[CH:26]=2)=[CH:22][S:21][C:20]1=[N:19][C:17](=[O:18])[CH2:16][C:15]1[C:11]2[C:10](=[O:36])[N:9]([CH3:37])[C:8](=[O:38])[N:7]([CH3:6])[C:12]=2[S:13][CH:14]=1)([O:41][C:42]([CH3:45])([CH3:44])[CH3:43])([O:46][C:47]([CH3:48])([CH3:49])[CH3:50])=[O:40]. (3) Reactant: F[C:2]1[CH:11]=[C:10]2[C:5]([C:6](=[O:12])[NH:7][CH:8]=[N:9]2)=[CH:4][CH:3]=1.[NH2:13][CH2:14][CH2:15][CH2:16][OH:17].Cl. Product: [NH2:13][CH2:14][CH2:15][CH2:16][O:17][C:2]1[CH:11]=[C:10]2[C:5]([C:6](=[O:12])[NH:7][CH:8]=[N:9]2)=[CH:4][CH:3]=1. The catalyst class is: 127. (4) Reactant: [BH4-].[Na+].[CH:3]1([C:6]2[CH:11]=[CH:10][C:9]([C:12]([C:14]3[CH:19]=[CH:18][N:17]=[CH:16][C:15]=3[O:20][C@@H:21]3[CH2:26][C@H:25]([CH2:27][O:28][CH2:29][C:30]4[CH:35]=[CH:34][CH:33]=[CH:32][CH:31]=4)[C@@H:24]([O:36][CH2:37][C:38]4[CH:43]=[CH:42][CH:41]=[CH:40][CH:39]=4)[C@H:23]([O:44][CH2:45][C:46]4[CH:51]=[CH:50][CH:49]=[CH:48][CH:47]=4)[C@H:22]3[O:52][CH2:53][C:54]3[CH:59]=[CH:58][CH:57]=[CH:56][CH:55]=3)=[O:13])=[CH:8][CH:7]=2)[CH2:5][CH2:4]1.S(=O)(=O)(O)O.C(=O)([O-])O.[Na+]. Product: [CH:3]1([C:6]2[CH:7]=[CH:8][C:9]([CH:12]([C:14]3[CH:19]=[CH:18][N:17]=[CH:16][C:15]=3[O:20][C@@H:21]3[CH2:26][C@H:25]([CH2:27][O:28][CH2:29][C:30]4[CH:35]=[CH:34][CH:33]=[CH:32][CH:31]=4)[C@@H:24]([O:36][CH2:37][C:38]4[CH:39]=[CH:40][CH:41]=[CH:42][CH:43]=4)[C@H:23]([O:44][CH2:45][C:46]4[CH:51]=[CH:50][CH:49]=[CH:48][CH:47]=4)[C@H:22]3[O:52][CH2:53][C:54]3[CH:59]=[CH:58][CH:57]=[CH:56][CH:55]=3)[OH:13])=[CH:10][CH:11]=2)[CH2:5][CH2:4]1. The catalyst class is: 20.